This data is from Catalyst prediction with 721,799 reactions and 888 catalyst types from USPTO. The task is: Predict which catalyst facilitates the given reaction. (1) Reactant: [NH2:1][C:2]1[CH:7]=[CH:6][CH:5]=[CH:4][C:3]=1[OH:8].[CH3:9][O:10][C:11](=[O:24])[C:12]1[CH:17]=[C:16]([CH3:18])[C:15]([Br:19])=[C:14]([S:20](Cl)(=[O:22])=[O:21])[CH:13]=1.N1C=CC=CC=1. Product: [CH3:9][O:10][C:11](=[O:24])[C:12]1[CH:17]=[C:16]([CH3:18])[C:15]([Br:19])=[C:14]([S:20](=[O:21])(=[O:22])[NH:1][C:2]2[CH:7]=[CH:6][CH:5]=[CH:4][C:3]=2[OH:8])[CH:13]=1. The catalyst class is: 2. (2) Reactant: [Cl:1][C:2]1[N:10]=[C:9]2[C:5]([N:6]=[CH:7][N:8]2[C@@H:11]2[CH2:15][C@H:14]([NH:16][C:17]([CH2:19][O:20][C:21](=[O:23])[CH3:22])=[O:18])[C@@H:13]([OH:24])[C@H:12]2[OH:25])=[C:4](Cl)[N:3]=1.[NH2:27][C@@H:28]([CH2:31][C:32]1[CH:37]=[CH:36][CH:35]=[CH:34][CH:33]=1)[CH2:29][OH:30].C(N(CC)CC)C. Product: [Cl:1][C:2]1[N:10]=[C:9]2[C:5]([N:6]=[CH:7][N:8]2[C@@H:11]2[CH2:15][C@H:14]([NH:16][C:17]([CH2:19][O:20][C:21](=[O:23])[CH3:22])=[O:18])[C@@H:13]([OH:24])[C@H:12]2[OH:25])=[C:4]([NH:27][C@H:28]([CH2:29][OH:30])[CH2:31][C:32]2[CH:33]=[CH:34][CH:35]=[CH:36][CH:37]=2)[N:3]=1. The catalyst class is: 4. (3) Reactant: [CH3:1][NH:2][C:3]1[CH:8]=[CH:7][C:6]([CH:9]([CH2:14][N+:15]([O-])=O)[CH2:10][N+:11]([O-])=O)=[CH:5][CH:4]=1.[H][H]. Product: [CH3:1][NH:2][C:3]1[CH:4]=[CH:5][C:6]([CH:9]([CH2:14][NH2:15])[CH2:10][NH2:11])=[CH:7][CH:8]=1. The catalyst class is: 603. (4) Reactant: [CH3:1][O:2][C:3]1[CH:10]=[CH:9][C:8]([C:11]([F:14])([F:13])[F:12])=[CH:7][C:4]=1[CH2:5][NH2:6].COC1C=CC(C(F)(F)F)=CC=1C#N.[H-].[Al+3].[Li+].[H-].[H-].[H-].I.CO[C:38](=[NH:51])[NH:39][C:40]1[S:41][CH:42]=[C:43]([C:45]2[CH:50]=[CH:49][CH:48]=[CH:47][CH:46]=2)[N:44]=1. Product: [CH3:1][O:2][C:3]1[CH:10]=[CH:9][C:8]([C:11]([F:12])([F:13])[F:14])=[CH:7][C:4]=1[CH2:5][NH:6][C:38]([NH:39][C:40]1[S:41][CH:42]=[C:43]([C:45]2[CH:46]=[CH:47][CH:48]=[CH:49][CH:50]=2)[N:44]=1)=[NH:51]. The catalyst class is: 7. (5) Reactant: F[C:2]1[CH:7]=[CH:6][C:5]([N+:8]([O-:10])=[O:9])=[C:4]([O:11][CH3:12])[CH:3]=1.C(=O)([O-])[O-].[K+].[K+].CN(C)C=O.[O:24]1[C:28]2([CH2:33][CH2:32][NH:31][CH2:30][CH2:29]2)[O:27][CH2:26][CH2:25]1. Product: [CH3:12][O:11][C:4]1[CH:3]=[C:2]([N:31]2[CH2:32][CH2:33][C:28]3([O:27][CH2:26][CH2:25][O:24]3)[CH2:29][CH2:30]2)[CH:7]=[CH:6][C:5]=1[N+:8]([O-:10])=[O:9]. The catalyst class is: 6. (6) Reactant: [C:1]([C:3]1[S:11][C:10]2[C:9]([Cl:12])=[N:8][CH:7]=[N:6][C:5]=2[CH:4]=1)#[CH:2].[NH2:13][C:14]1[CH:15]=[C:16]2[C:20](=[CH:21][CH:22]=1)[N:19]([CH2:23][C:24]1[CH:29]=[CH:28][CH:27]=[CH:26][CH:25]=1)[CH:18]=[CH:17]2. Product: [ClH:12].[CH2:23]([N:19]1[C:20]2[C:16](=[CH:15][C:14]([NH:13][C:9]3[C:10]4[S:11][C:3]([C:1]#[CH:2])=[CH:4][C:5]=4[N:6]=[CH:7][N:8]=3)=[CH:22][CH:21]=2)[CH:17]=[CH:18]1)[C:24]1[CH:25]=[CH:26][CH:27]=[CH:28][CH:29]=1. The catalyst class is: 32.